Task: Predict the reaction yield, written as a fraction of the theoretical maximum amount of product (1.0 means a 100% yield; for example, 0.34 means a 34% yield).. Dataset: Reaction yield outcomes from USPTO patents with 853,638 reactions The reactants are [C:1]([C:3]1[CH:4]=[C:5]([CH:42]=[CH:43][CH:44]=1)[CH2:6][N:7]1[CH:11]=[C:10]([C:12]2[C:20]3[C:15](=[N:16][CH:17]=[C:18]([C:21]4[CH:22]=[C:23]([NH:27][S:28]([CH3:31])(=[O:30])=[O:29])[CH:24]=[CH:25][CH:26]=4)[CH:19]=3)[N:14](S(C3C=CC(C)=CC=3)(=O)=O)[CH:13]=2)[CH:9]=[N:8]1)#[N:2].[OH-].[Li+]. The catalyst is C1COCC1.O.CO. The product is [C:1]([C:3]1[CH:4]=[C:5]([CH:42]=[CH:43][CH:44]=1)[CH2:6][N:7]1[CH:11]=[C:10]([C:12]2[C:20]3[C:15](=[N:16][CH:17]=[C:18]([C:21]4[CH:22]=[C:23]([NH:27][S:28]([CH3:31])(=[O:30])=[O:29])[CH:24]=[CH:25][CH:26]=4)[CH:19]=3)[NH:14][CH:13]=2)[CH:9]=[N:8]1)#[N:2]. The yield is 0.150.